Dataset: Forward reaction prediction with 1.9M reactions from USPTO patents (1976-2016). Task: Predict the product of the given reaction. (1) Given the reactants [Cl:1][C:2]1[CH:23]=[CH:22][CH:21]=[CH:20][C:3]=1[CH2:4][O:5][C:6]1[CH:15]=[C:14]([C:16]([OH:18])=O)[C:13]2[C:8](=[CH:9][CH:10]=[C:11]([CH3:19])[CH:12]=2)[N:7]=1.[NH2:24][C:25]1[S:26][C:27]([C:30]([O:32][CH2:33][CH3:34])=[O:31])=[CH:28][N:29]=1.Cl.CN(C)CCCN=C=NCC, predict the reaction product. The product is: [Cl:1][C:2]1[CH:23]=[CH:22][CH:21]=[CH:20][C:3]=1[CH2:4][O:5][C:6]1[CH:15]=[C:14]([C:16](=[O:18])[NH:24][C:25]2[S:26][C:27]([C:30]([O:32][CH2:33][CH3:34])=[O:31])=[CH:28][N:29]=2)[C:13]2[C:8](=[CH:9][CH:10]=[C:11]([CH3:19])[CH:12]=2)[N:7]=1. (2) Given the reactants [C:1]([Si:5]([CH3:35])([CH3:34])[O:6][C@H:7]1[C@H:11]2[O:12][CH2:13][C@@H:14]([O:15][C:16]3[N:24]([CH2:25][O:26][CH2:27][CH2:28][Si:29]([CH3:32])([CH3:31])[CH3:30])[C:23]4[C:18](=[N:19][C:20](Cl)=[N:21][CH:22]=4)[N:17]=3)[C@H:10]2[O:9][CH2:8]1)([CH3:4])([CH3:3])[CH3:2].[C:36]1([C:45]2[CH:50]=[CH:49][CH:48]=[CH:47][CH:46]=2)[CH:41]=[CH:40][C:39](B(O)O)=[CH:38][CH:37]=1.[O-]P([O-])([O-])=O.[K+].[K+].[K+].CCOC(C)=O, predict the reaction product. The product is: [C:36]1([C:45]2[CH:50]=[CH:49][CH:48]=[CH:47][CH:46]=2)[CH:41]=[CH:40][C:39]([C:20]2[N:19]=[C:18]3[C:23]([N:24]([CH2:25][O:26][CH2:27][CH2:28][Si:29]([CH3:30])([CH3:31])[CH3:32])[C:16]([O:15][C@@H:14]4[CH2:13][O:12][C@@H:11]5[C@H:7]([O:6][Si:5]([C:1]([CH3:4])([CH3:3])[CH3:2])([CH3:34])[CH3:35])[CH2:8][O:9][C@H:10]45)=[N:17]3)=[CH:22][N:21]=2)=[CH:38][CH:37]=1. (3) Given the reactants [C:1]1(N)(C)[CH:6]=[CH:5][CH:4]=[C:3](N)[CH2:2]1.[C:10](Cl)(Cl)=[O:11].[O:14]=O, predict the reaction product. The product is: [C:10]([OH:11])(=[O:14])[C:1]1[CH:6]=[CH:5][CH:4]=[CH:3][CH:2]=1. (4) Given the reactants Br[C:2]1[CH:3]=[CH:4][CH:5]=[C:6]2[C:11]=1[N:10]=[C:9]([C:12]([F:21])([F:20])[C:13]1[CH:18]=[CH:17][C:16]([F:19])=[CH:15][N:14]=1)[N:8]=[C:7]2[S:22][CH3:23].C1(P(C2C=CC=CC=2)C2C3OC4C(=CC=CC=4P(C4C=CC=CC=4)C4C=CC=CC=4)C(C)(C)C=3C=CC=2)C=CC=CC=1.[CH:66]([NH2:68])=[O:67].C([O-])([O-])=O.[Cs+].[Cs+], predict the reaction product. The product is: [F:20][C:12]([F:21])([C:13]1[CH:18]=[CH:17][C:16]([F:19])=[CH:15][N:14]=1)[C:9]1[N:8]=[C:7]([S:22][CH3:23])[C:6]2[C:11](=[C:2]([NH:68][CH:66]=[O:67])[CH:3]=[CH:4][CH:5]=2)[N:10]=1. (5) Given the reactants [OH:16][CH2:15][CH2:14][S:13][CH2:12][CH2:11]OCCO[CH2:11][CH2:12][S:13][CH2:14][CH2:15][OH:16].OCC[O:20][CH2:21][CH2:22][S:23][CH2:24][CH2:25][S:26]CCOCCO, predict the reaction product. The product is: [OH:20][CH2:21][CH2:22][S:23][CH2:24][CH2:25][S:26][CH2:11][CH2:12][S:13][CH2:14][CH2:15][OH:16]. (6) Given the reactants [NH2:1][C:2]1([C@@H:5]2[CH2:9][CH2:8][N:7]([CH2:10][C:11]3[CH:16]=[CH:15][CH:14]=[CH:13][CH:12]=3)[CH2:6]2)[CH2:4][CH2:3]1.[OH-].[Na+].[C:19](O[C:19]([O:21][C:22]([CH3:25])([CH3:24])[CH3:23])=[O:20])([O:21][C:22]([CH3:25])([CH3:24])[CH3:23])=[O:20], predict the reaction product. The product is: [C:22]([O:21][C:19]([NH:1][C:2]1([C@@H:5]2[CH2:9][CH2:8][N:7]([CH2:10][C:11]3[CH:16]=[CH:15][CH:14]=[CH:13][CH:12]=3)[CH2:6]2)[CH2:4][CH2:3]1)=[O:20])([CH3:25])([CH3:24])[CH3:23]. (7) The product is: [Cl:17][C:7]1[C:6]2[C:11](=[C:2]([Cl:1])[CH:3]=[CH:4][CH:5]=2)[N:10]=[C:9]([CH3:12])[C:8]=1[CH3:13]. Given the reactants [Cl:1][C:2]1[CH:3]=[CH:4][CH:5]=[C:6]2[C:11]=1[N:10]=[C:9]([CH3:12])[C:8]([CH3:13])=[C:7]2O.O=P(Cl)(Cl)[Cl:17], predict the reaction product. (8) The product is: [Cl:1]/[C:2](/[C:3]([F:6])([F:5])[F:4])=[CH:7]\[C@@H:8]1[C@H:10]([C:11]([O:22][CH2:21][C:20]2[C:19]([F:27])=[C:18]([F:28])[C:17]([CH3:16])=[C:24]([F:25])[C:23]=2[F:26])=[O:12])[C:9]1([CH3:15])[CH3:14]. Given the reactants [Cl:1]/[C:2](=[CH:7]\[C@@H:8]1[C@H:10]([C:11](Cl)=[O:12])[C:9]1([CH3:15])[CH3:14])/[C:3]([F:6])([F:5])[F:4].[CH3:16][C:17]1[C:24]([F:25])=[C:23]([F:26])[C:20]([CH2:21][OH:22])=[C:19]([F:27])[C:18]=1[F:28], predict the reaction product.